Dataset: Reaction yield outcomes from USPTO patents with 853,638 reactions. Task: Predict the reaction yield, written as a fraction of the theoretical maximum amount of product (1.0 means a 100% yield; for example, 0.34 means a 34% yield). (1) The reactants are C(OC(=O)[NH:7][CH:8]([CH3:16])[CH2:9][N:10]1[CH2:15][CH2:14][O:13][CH2:12][CH2:11]1)(C)(C)C.Cl. The catalyst is CO. The product is [CH3:16][C@H:8]([NH2:7])[CH2:9][N:10]1[CH2:15][CH2:14][O:13][CH2:12][CH2:11]1. The yield is 0.960. (2) The reactants are [CH3:1][C:2]([C:6]1[CH:11]=[CH:10][C:9]([N+:12]([O-])=O)=[CH:8][CH:7]=1)([CH3:5])[C:3]#[N:4].C(=O)([O-])[O-].[Na+].[Na+]. The catalyst is C(OCC)(=O)C. The product is [NH2:12][C:9]1[CH:8]=[CH:7][C:6]([C:2]([CH3:5])([CH3:1])[C:3]#[N:4])=[CH:11][CH:10]=1. The yield is 0.890.